From a dataset of Forward reaction prediction with 1.9M reactions from USPTO patents (1976-2016). Predict the product of the given reaction. (1) Given the reactants [Br:1][C:2]1[CH:7]=[CH:6][C:5]([CH:8]=[CH:9][C:10]([C:12]2[C:17]([OH:18])=[CH:16][CH:15]=[CH:14][C:13]=2[O:19][CH2:20][C:21]([OH:23])=[O:22])=[O:11])=[CH:4][CH:3]=1.C([SiH](CC)CC)C.[OH-].[Na+].C(OCC)C, predict the reaction product. The product is: [Br:1][C:2]1[CH:3]=[CH:4][CH:5]([CH:8]=[CH:9][C:10]([C:12]2[C:17]([OH:18])=[CH:16][CH:15]=[CH:14][C:13]=2[O:19][CH2:20][C:21]([OH:23])=[O:22])=[O:11])[CH2:6][CH:7]=1. (2) Given the reactants CC(O)C(O)C.Br[C:8]1[C:16]([N+:17]([O-:19])=[O:18])=[CH:15][CH:14]=[CH:13][C:9]=1[C:10]([OH:12])=[O:11].[Br:20][C:21]1[CH:27]=[CH:26][C:24]([NH2:25])=[CH:23][CH:22]=1.C(N1CCOCC1)C, predict the reaction product. The product is: [Br:20][C:21]1[CH:27]=[CH:26][C:24]([NH:25][C:8]2[C:9](=[CH:13][CH:14]=[CH:15][C:16]=2[N+:17]([O-:19])=[O:18])[C:10]([OH:12])=[O:11])=[CH:23][CH:22]=1. (3) Given the reactants Cl[C:2]1[C:15]([C:16]2[CH:21]=[CH:20][CH:19]=[CH:18][CH:17]=2)=[CH:14][N:5]2[N:6]=[C:7]3[C:12]([CH:11]=[C:10]([F:13])[CH:9]=[CH:8]3)=[C:4]2[N:3]=1.[C:22]([O:26][C:27](=[O:48])[NH:28][C:29]1([C:33]2[CH:38]=[CH:37][C:36](B3OC(C)(C)C(C)(C)O3)=[CH:35][CH:34]=2)[CH2:32][CH2:31][CH2:30]1)([CH3:25])([CH3:24])[CH3:23].C(=O)([O-])[O-].[Na+].[Na+], predict the reaction product. The product is: [C:22]([O:26][C:27](=[O:48])[NH:28][C:29]1([C:33]2[CH:34]=[CH:35][C:36]([C:2]3[C:15]([C:16]4[CH:21]=[CH:20][CH:19]=[CH:18][CH:17]=4)=[CH:14][N:5]4[N:6]=[C:7]5[C:12]([CH:11]=[C:10]([F:13])[CH:9]=[CH:8]5)=[C:4]4[N:3]=3)=[CH:37][CH:38]=2)[CH2:30][CH2:31][CH2:32]1)([CH3:25])([CH3:23])[CH3:24].